This data is from Full USPTO retrosynthesis dataset with 1.9M reactions from patents (1976-2016). The task is: Predict the reactants needed to synthesize the given product. (1) Given the product [Cl:1][CH:2]([Cl:5])[C:3]1[O:13][CH2:12][CH:11]([C:14]([O:16][CH3:17])=[O:15])[N:4]=1, predict the reactants needed to synthesize it. The reactants are: [Cl:1][CH:2]([Cl:5])[C:3]#[N:4].C[O-].[Na+].Cl.N[C@H:11]([C:14]([O:16][CH2:17]C)=[O:15])[CH2:12][OH:13].ClCCl. (2) Given the product [CH3:17][C:14]1[O:13][C:12]([CH2:11][CH2:10][CH2:9][OH:8])=[N:16][CH:15]=1, predict the reactants needed to synthesize it. The reactants are: C([O:8][CH2:9][CH2:10][CH2:11][C:12]1[O:13][C:14]([CH3:17])=[CH:15][N:16]=1)C1C=CC=CC=1. (3) Given the product [ClH:1].[CH3:2][O:3][C:4]1[CH:5]=[C:6]2[C:9](=[CH:10][C:11]=1[O:12][CH3:13])[C@@H:8]([CH2:14][NH:15][CH2:16][CH2:17][C:18]([N:20]1[CH2:21][CH2:22][C:23]3[CH:30]=[C:29]([O:31][CH3:32])[C:28]([O:33][CH3:34])=[CH:27][C:24]=3[CH2:25][CH2:26]1)=[O:19])[CH2:7]2, predict the reactants needed to synthesize it. The reactants are: [ClH:1].[CH3:2][O:3][C:4]1[CH:5]=[C:6]2[C:9](=[CH:10][C:11]=1[O:12][CH3:13])[CH:8]([CH2:14][N:15](C)[CH2:16][CH2:17][C:18]([N:20]1[CH2:26][CH2:25][C:24]3[CH:27]=[C:28]([O:33][CH3:34])[C:29]([O:31][CH3:32])=[CH:30][C:23]=3[CH2:22][CH2:21]1)=[O:19])[CH2:7]2.COC1C=C2C(=CC=1OC)[C@@H](CN)C2.C1COCC1. (4) Given the product [Br:1][C:2]([CH3:10])([CH3:9])[C:3]([O:5][CH:6]([Si:12]([Cl:11])([CH3:14])[CH3:13])[CH2:7][CH3:8])=[O:4], predict the reactants needed to synthesize it. The reactants are: [Br:1][C:2]([CH3:10])([CH3:9])[C:3]([O:5][CH2:6][CH:7]=[CH2:8])=[O:4].[Cl:11][SiH:12]([CH3:14])[CH3:13]. (5) The reactants are: [Br:1][C:2]1[C:3]([CH3:14])=[C:4]([CH:11]=[CH:12][CH:13]=1)[C:5](N(C)OC)=[O:6].[CH2:15]([Mg]Cl)[CH2:16][CH2:17][CH3:18]. Given the product [Br:1][C:2]1[C:3]([CH3:14])=[C:4]([C:5](=[O:6])[CH2:15][CH2:16][CH2:17][CH3:18])[CH:11]=[CH:12][CH:13]=1, predict the reactants needed to synthesize it. (6) Given the product [C:11]([O:10][C:8](=[O:9])[NH:15][C@H:16]([CH2:17][C:18]1[CH:19]=[CH:20][C:21]([Cl:24])=[CH:22][CH:23]=1)[C:25]([N:33]1[CH2:34][CH2:35][N:30]([C:36]2[N:40]3[CH:41]=[CH:42][CH:43]=[CH:44][C:39]3=[N:38][CH:37]=2)[CH2:31][CH2:32]1)=[O:27])([CH3:12])([CH3:13])[CH3:14], predict the reactants needed to synthesize it. The reactants are: C(N(CC)CC)C.[C:8]([NH:15][C@@H:16]([C:25]([OH:27])=O)[CH2:17][C:18]1[CH:23]=[CH:22][C:21]([Cl:24])=[CH:20][CH:19]=1)([O:10][C:11]([CH3:14])([CH3:13])[CH3:12])=[O:9].Cl.Cl.[N:30]1([C:36]2[N:40]3[CH:41]=[CH:42][CH:43]=[CH:44][C:39]3=[N:38][CH:37]=2)[CH2:35][CH2:34][NH:33][CH2:32][CH2:31]1.ON1C2C=CC=CC=2N=N1.Cl.CN(C)CCCN=C=NCC.[OH-].[Na+]. (7) Given the product [N:1]1[CH:6]=[CH:5][CH:4]=[CH:3][C:2]=1[CH2:7][CH2:8][NH:9][C:10]([C:12]1[C:13]([C:18]2[CH:23]=[CH:22][CH:21]=[CH:20][C:19]=2[CH2:24][NH:25][C:45]([O:47][C@@H:48]([CH3:55])[C:49]2[CH:54]=[CH:53][CH:52]=[CH:51][CH:50]=2)=[O:46])=[CH:14][CH:15]=[CH:16][CH:17]=1)=[O:11], predict the reactants needed to synthesize it. The reactants are: [N:1]1[CH:6]=[CH:5][CH:4]=[CH:3][C:2]=1[CH2:7][CH2:8][NH:9][C:10]([C:12]1[C:13]([C:18]2[CH:23]=[CH:22][CH:21]=[CH:20][C:19]=2[CH2:24][NH2:25])=[CH:14][CH:15]=[CH:16][CH:17]=1)=[O:11].N1C=CC=CC=1CCNC(C1C(C2C=CC=CC=2)=CC=CC=1CN[C:45]([O:47][CH:48]([CH3:55])[C:49]1[CH:54]=[CH:53][CH:52]=[CH:51][CH:50]=1)=[O:46])=O. (8) The reactants are: [F:1][C:2]1[CH:7]=[N:6][C:5]([NH2:8])=[C:4]2[NH:9][CH:10]=[CH:11][C:3]=12.[Al+3].[Cl-].[Cl-].[Cl-].[Cl-].C(C1NC=C[N+]=1C)C.Cl[C:26](=[O:31])[C:27]([O:29]C)=[O:28]. Given the product [NH2:8][C:5]1[N:6]=[CH:7][C:2]([F:1])=[C:3]2[C:11]([C:26](=[O:31])[C:27]([OH:29])=[O:28])=[CH:10][NH:9][C:4]=12, predict the reactants needed to synthesize it. (9) Given the product [NH2:1][C:2]1[CH:3]=[C:4]([N:11]2[CH2:12][CH2:13][N:14]([CH2:17][C:18]([N:20]3[CH2:25][CH2:24][O:23][CH2:22][CH2:21]3)=[O:19])[CH2:15][CH2:16]2)[CH:5]=[CH:6][C:7]=1[NH2:8], predict the reactants needed to synthesize it. The reactants are: [NH2:1][C:2]1[CH:3]=[C:4]([N:11]2[CH2:16][CH2:15][N:14]([CH2:17][C:18]([N:20]3[CH2:25][CH2:24][O:23][CH2:22][CH2:21]3)=[O:19])[CH2:13][CH2:12]2)[CH:5]=[CH:6][C:7]=1[N+:8]([O-])=O.